This data is from NCI-60 drug combinations with 297,098 pairs across 59 cell lines. The task is: Regression. Given two drug SMILES strings and cell line genomic features, predict the synergy score measuring deviation from expected non-interaction effect. (1) Drug 1: C1CCC(CC1)NC(=O)N(CCCl)N=O. Drug 2: C1=NC2=C(N1)C(=S)N=CN2. Cell line: SR. Synergy scores: CSS=47.5, Synergy_ZIP=-9.01, Synergy_Bliss=-15.4, Synergy_Loewe=-15.2, Synergy_HSA=-12.4. (2) Drug 1: CCCCCOC(=O)NC1=NC(=O)N(C=C1F)C2C(C(C(O2)C)O)O. Drug 2: CS(=O)(=O)CCNCC1=CC=C(O1)C2=CC3=C(C=C2)N=CN=C3NC4=CC(=C(C=C4)OCC5=CC(=CC=C5)F)Cl. Cell line: K-562. Synergy scores: CSS=-19.1, Synergy_ZIP=5.37, Synergy_Bliss=-4.40, Synergy_Loewe=-14.8, Synergy_HSA=-12.9.